The task is: Predict which catalyst facilitates the given reaction.. This data is from Catalyst prediction with 721,799 reactions and 888 catalyst types from USPTO. (1) Reactant: [C:1]([NH:4][C:5]1[CH:10]=[CH:9][C:8]([SH:11])=[CH:7][CH:6]=1)(=[O:3])[CH3:2].[Li]CCCC.Br[CH2:18][CH2:19][C:20]1[O:21][C:22]([CH3:25])=[CH:23][CH:24]=1. Product: [CH3:25][C:22]1[O:21][C:20]([CH2:19][CH2:18][S:11][C:8]2[CH:9]=[CH:10][C:5]([NH:4][C:1](=[O:3])[CH3:2])=[CH:6][CH:7]=2)=[CH:24][CH:23]=1. The catalyst class is: 1. (2) Reactant: [Cl:1][C:2]1[CH:7]=[C:6]([O:8][CH3:9])[C:5]([F:10])=[CH:4][C:3]=1[N+:11]([O-])=O.Cl. Product: [Cl:1][C:2]1[CH:7]=[C:6]([O:8][CH3:9])[C:5]([F:10])=[CH:4][C:3]=1[NH2:11]. The catalyst class is: 6.